This data is from Full USPTO retrosynthesis dataset with 1.9M reactions from patents (1976-2016). The task is: Predict the reactants needed to synthesize the given product. (1) Given the product [C:8]([NH:1][CH2:2][CH2:3][CH2:4][CH2:5][CH2:6][OH:7])([O:10][C:11]([CH3:14])([CH3:13])[CH3:12])=[O:9], predict the reactants needed to synthesize it. The reactants are: [NH2:1][CH2:2][CH2:3][CH2:4][CH2:5][CH2:6][OH:7].[C:8](O[C:8]([O:10][C:11]([CH3:14])([CH3:13])[CH3:12])=[O:9])([O:10][C:11]([CH3:14])([CH3:13])[CH3:12])=[O:9]. (2) Given the product [Cl:1][C:2]1[CH:3]=[C:4]([CH:8]=[C:9]([N+:12]([O-:14])=[O:13])[C:10]=1[F:11])[C:5]([NH:16][CH2:17][C:18]1[CH:25]=[CH:24][C:21]([C:22]#[N:23])=[CH:20][C:19]=1[OH:26])=[O:7], predict the reactants needed to synthesize it. The reactants are: [Cl:1][C:2]1[CH:3]=[C:4]([CH:8]=[C:9]([N+:12]([O-:14])=[O:13])[C:10]=1[F:11])[C:5]([OH:7])=O.Cl.[NH2:16][CH2:17][C:18]1[CH:25]=[CH:24][C:21]([C:22]#[N:23])=[CH:20][C:19]=1[OH:26]. (3) Given the product [Cl:1][C:2]1[CH:7]=[C:6]([N+:8]([O-:10])=[O:9])[CH:5]=[CH:4][C:3]=1[O:11][C:12](=[O:15])[C:25]1[CH:24]=[CH:21][CH:20]=[C:19]([F:18])[CH:26]=1, predict the reactants needed to synthesize it. The reactants are: [Cl:1][C:2]1[CH:7]=[C:6]([N+:8]([O-:10])=[O:9])[CH:5]=[CH:4][C:3]=1[OH:11].[C:12](=[O:15])([O-])[O-].[K+].[K+].[F:18][C:19]1[CH:20]=[C:21]([CH:24]=[CH:25][CH:26]=1)CBr. (4) Given the product [CH3:55][O:56][C:57](=[O:66])[CH:58]([P:60]([O:62][CH3:63])([O:64][CH3:65])=[O:61])[NH:59][C:23](=[O:25])[C:22]1[C:26]([CH3:46])=[CH:27][C:28]([N:30]2[C:34]([NH:35][CH2:36][C:37]3[CH:45]=[CH:44][CH:43]=[C:42]4[C:38]=3[CH:39]=[CH:40][NH:41]4)=[N:33][N:32]=[N:31]2)=[CH:29][C:21]=1[CH3:20], predict the reactants needed to synthesize it. The reactants are: C1(P(C2C=CC=CC=2)C2C=CC=CC=2)C=CC=CC=1.[CH3:20][C:21]1[CH:29]=[C:28]([N:30]2[C:34]([NH:35][CH2:36][C:37]3[CH:45]=[CH:44][CH:43]=[C:42]4[C:38]=3[CH:39]=[CH:40][NH:41]4)=[N:33][N:32]=[N:31]2)[CH:27]=[C:26]([CH3:46])[C:22]=1[C:23]([OH:25])=O.ClN1C(=O)CCC1=O.[CH3:55][O:56][C:57](=[O:66])[CH:58]([P:60]([O:64][CH3:65])([O:62][CH3:63])=[O:61])[NH2:59].COC(=O)C(P(OC)(OC)=O)NC(OCC1C=CC=CC=1)=O. (5) Given the product [CH3:15][C@H:16]1[CH2:44][O:43][C@@:19]2([O:23][C@H:22]3[CH2:24][C@H:25]4[C@@H:30]5[CH2:31][CH2:32][C@@H:33]6[CH2:39][C@@H:37]([OH:38])[CH2:36][CH2:35][C@:34]6([CH3:40])[C@H:29]5[CH2:28][CH2:27][C@:26]4([CH3:41])[C@H:21]3[C@@H:20]2[CH3:42])[CH2:18][CH2:17]1, predict the reactants needed to synthesize it. The reactants are: CCC(C)[BH-](C(C)CC)C(C)CC.[Na+].[CH3:15][C@H:16]1[CH2:44][O:43][C@@:19]2([O:23][C@H:22]3[CH2:24][C@H:25]4[C@@H:30]5[CH2:31][CH2:32][C@@H:33]6[CH2:39][C:37](=[O:38])[CH2:36][CH2:35][C@:34]6([CH3:40])[C@H:29]5[CH2:28][CH2:27][C@:26]4([CH3:41])[C@H:21]3[C@@H:20]2[CH3:42])[CH2:18][CH2:17]1. (6) Given the product [F:21][C:22]1[CH:23]=[C:24]([NH:25][C:2]2[CH:7]=[C:6]([C:8]3[CH:13]=[CH:12][N:11]=[C:10]([NH:14][CH:15]4[CH2:20][CH2:19][O:18][CH2:17][CH2:16]4)[N:9]=3)[CH:5]=[CH:4][N:3]=2)[CH:26]=[CH:27][CH:28]=1, predict the reactants needed to synthesize it. The reactants are: Cl[C:2]1[CH:7]=[C:6]([C:8]2[CH:13]=[CH:12][N:11]=[C:10]([NH:14][CH:15]3[CH2:20][CH2:19][O:18][CH2:17][CH2:16]3)[N:9]=2)[CH:5]=[CH:4][N:3]=1.[F:21][C:22]1[CH:23]=[C:24]([CH:26]=[CH:27][CH:28]=1)[NH2:25].C(=O)([O-])[O-].[Cs+].[Cs+].